Dataset: NCI-60 drug combinations with 297,098 pairs across 59 cell lines. Task: Regression. Given two drug SMILES strings and cell line genomic features, predict the synergy score measuring deviation from expected non-interaction effect. Drug 1: CC1C(C(=O)NC(C(=O)N2CCCC2C(=O)N(CC(=O)N(C(C(=O)O1)C(C)C)C)C)C(C)C)NC(=O)C3=C4C(=C(C=C3)C)OC5=C(C(=O)C(=C(C5=N4)C(=O)NC6C(OC(=O)C(N(C(=O)CN(C(=O)C7CCCN7C(=O)C(NC6=O)C(C)C)C)C)C(C)C)C)N)C. Drug 2: C1=NC(=NC(=O)N1C2C(C(C(O2)CO)O)O)N. Cell line: SF-539. Synergy scores: CSS=6.90, Synergy_ZIP=-8.21, Synergy_Bliss=-14.1, Synergy_Loewe=-15.0, Synergy_HSA=-15.0.